This data is from Forward reaction prediction with 1.9M reactions from USPTO patents (1976-2016). The task is: Predict the product of the given reaction. (1) Given the reactants Br[CH2:2][CH2:3][C:4]1[CH:9]=[CH:8][CH:7]=[CH:6][CH:5]=1.[Cl:10][C:11]1[CH:12]=[N:13][CH:14]=[C:15]([Cl:32])[C:16]=1[NH:17][C:18]1[C:27]2[C:22](=[C:23]([OH:30])[C:24]([O:28][CH3:29])=[CH:25][CH:26]=2)[O:21][C:20](=[O:31])[CH:19]=1, predict the reaction product. The product is: [Cl:10][C:11]1[CH:12]=[N:13][CH:14]=[C:15]([Cl:32])[C:16]=1[NH:17][C:18]1[C:27]2[C:22](=[C:23]([O:30][CH2:2][CH2:3][C:4]3[CH:9]=[CH:8][CH:7]=[CH:6][CH:5]=3)[C:24]([O:28][CH3:29])=[CH:25][CH:26]=2)[O:21][C:20](=[O:31])[CH:19]=1. (2) Given the reactants [CH3:1][N:2]([C:31]1[CH:36]=[CH:35][N:34]=[C:33]([C:37]2[CH:42]=[CH:41][CH:40]=[CH:39][CH:38]=2)[N:32]=1)[C:3]1[CH:8]=[CH:7][N:6]=[C:5]([NH:9][C@H:10]([C:12]2[CH:30]=[CH:29][C:15]([CH2:16][CH2:17][NH:18]C(=O)OCC3C=CC=CC=3)=[CH:14][CH:13]=2)[CH3:11])[N:4]=1, predict the reaction product. The product is: [NH2:18][CH2:17][CH2:16][C:15]1[CH:29]=[CH:30][C:12]([C@@H:10]([NH:9][C:5]2[N:4]=[C:3]([N:2]([CH3:1])[C:31]3[CH:36]=[CH:35][N:34]=[C:33]([C:37]4[CH:42]=[CH:41][CH:40]=[CH:39][CH:38]=4)[N:32]=3)[CH:8]=[CH:7][N:6]=2)[CH3:11])=[CH:13][CH:14]=1. (3) Given the reactants [CH3:1][O:2][C:3]([C:5]1[N:6]=[C:7]2[C:12]([C:13]([F:16])([F:15])[F:14])=[CH:11][C:10](Br)=[CH:9][N:8]2[C:18]=1Cl)=[O:4].C(OC([N:27]1[CH:31]=[C:30](B2OC(C)(C)C(C)(C)O2)[CH:29]=[N:28]1)=O)(C)(C)C.C([O-])(O)=O.[Na+], predict the reaction product. The product is: [CH3:1][O:2][C:3]([C:5]1[N:6]=[C:7]2[C:12]([C:13]([F:16])([F:15])[F:14])=[CH:11][C:10]([C:30]3[CH:31]=[N:27][NH:28][CH:29]=3)=[CH:9][N:8]2[C:18]=1[C:30]1[CH:31]=[N:27][NH:28][CH:29]=1)=[O:4]. (4) The product is: [F:17][C:2]([F:1])([F:16])[C:3]([CH:5]1[CH2:6][N:7]([C:9]([O:11][C:12]([CH3:13])([CH3:15])[CH3:14])=[O:10])[CH2:8]1)=[O:4]. Given the reactants [F:1][C:2]([F:17])([F:16])[CH:3]([CH:5]1[CH2:8][N:7]([C:9]([O:11][C:12]([CH3:15])([CH3:14])[CH3:13])=[O:10])[CH2:6]1)[OH:4].CC(OI1(OC(C)=O)(OC(C)=O)OC(=O)C2C=CC=CC1=2)=O.S(S([O-])=O)([O-])=O.[Na+].[Na+].C(=O)(O)[O-].[Na+], predict the reaction product. (5) Given the reactants C(NC(C)C)(C)C.C([Li])CCC.[CH3:13][C:14]1[C:22]2[C:17](=[CH:18][N:19]=[CH:20][CH:21]=2)[S:16][CH:15]=1.CON(C)[C:26](=[O:28])[CH3:27], predict the reaction product. The product is: [CH3:13][C:14]1[C:22]2[C:17](=[CH:18][N:19]=[CH:20][CH:21]=2)[S:16][C:15]=1[C:26](=[O:28])[CH3:27]. (6) Given the reactants [C:1]([C:4]1[C:12]2[C:7](=[CH:8][CH:9]=[CH:10][CH:11]=2)[N:6]([CH2:13][C:14]([OH:16])=O)[N:5]=1)(=[O:3])[NH2:2].FC(F)(F)C(O)=O.[F:24][C:25]1[C:30]([O:31][C:32]([F:35])([F:34])[F:33])=[CH:29][CH:28]=[CH:27][C:26]=1[NH:36][C:37]([C@@H:39]1[CH2:44][C@@H:43]2[C@@H:41]([CH2:42]2)[NH:40]1)=[O:38].CCN(C(C)C)C(C)C.CN(C(ON1N=NC2C=CC=CC1=2)=[N+](C)C)C.F[P-](F)(F)(F)(F)F, predict the reaction product. The product is: [F:24][C:25]1[C:30]([O:31][C:32]([F:35])([F:33])[F:34])=[CH:29][CH:28]=[CH:27][C:26]=1[NH:36][C:37]([C@@H:39]1[CH2:44][C@@H:43]2[C@@H:41]([CH2:42]2)[N:40]1[C:14](=[O:16])[CH2:13][N:6]1[C:7]2[C:12](=[CH:11][CH:10]=[CH:9][CH:8]=2)[C:4]([C:1]([NH2:2])=[O:3])=[N:5]1)=[O:38].